Dataset: Catalyst prediction with 721,799 reactions and 888 catalyst types from USPTO. Task: Predict which catalyst facilitates the given reaction. Reactant: [F:1][C:2]([F:7])([F:6])[C:3]([OH:5])=[O:4].CO[C:10]1[CH:21]=[CH:20][C:13]2[CH2:14][CH2:15][N:16](C)[CH2:17][CH2:18][C:12]=2[CH:11]=1.[CH3:22]CCCCCC. Product: [F:1][C:2]([F:7])([F:6])[C:3]([O-:5])=[O:4].[CH3:3][O:4][C:20]1[CH:13]=[CH:14][C:15]2[NH:16][CH2:17][CH2+:18]([CH3:22])[CH2:12][CH2:11][C:10]=2[CH:21]=1. The catalyst class is: 480.